This data is from Experimental lipophilicity measurements (octanol/water distribution) for 4,200 compounds from AstraZeneca. The task is: Regression/Classification. Given a drug SMILES string, predict its absorption, distribution, metabolism, or excretion properties. Task type varies by dataset: regression for continuous measurements (e.g., permeability, clearance, half-life) or binary classification for categorical outcomes (e.g., BBB penetration, CYP inhibition). For this dataset (lipophilicity_astrazeneca), we predict Y. (1) The drug is O=C(NCC1CCCCC1)c1c(Cl)ccc2ncccc12. The Y is 2.65 logD. (2) The compound is COc1ccc(S(=O)(=O)N2CCC[C@H](n3cc(C)c(=O)[nH]c3=O)C2)cc1Oc1cccc(Cl)c1. The Y is 2.73 logD. (3) The drug is CCOc1ccccc1-c1ccc(-c2nc3ccncc3c(O)c2C#N)cc1. The Y is 3.00 logD. (4) The molecule is C[C@@H]1CN(C(=O)OCC(F)F)CCN1c1ncc(OCc2ccncc2C#N)cn1. The Y is 2.30 logD. (5) The molecule is CCCSc1nc(N2CCC[C@H](CC(=O)O)C2)ccc1C(=O)NC1CCCCC1. The Y is 2.18 logD.